Dataset: Reaction yield outcomes from USPTO patents with 853,638 reactions. Task: Predict the reaction yield, written as a fraction of the theoretical maximum amount of product (1.0 means a 100% yield; for example, 0.34 means a 34% yield). (1) The reactants are [Cl:1][C:2]1[CH:7]=[CH:6][C:5]([O:8][C:9]([N:11]2[C:19]3[C:14](=[CH:15][C:16]([O:20][CH2:21][CH2:22][CH2:23][CH2:24]Br)=[CH:17][CH:18]=3)[CH2:13][CH2:12]2)=[O:10])=[CH:4][CH:3]=1.[CH2:26]([CH2:29][NH2:30])[CH:27]=C.[CH3:31]N(C=O)C. No catalyst specified. The product is [Cl:1][C:2]1[CH:7]=[CH:6][C:5]([O:8][C:9]([N:11]2[C:19]3[C:14](=[CH:15][C:16]([O:20][CH2:21][CH2:22][CH2:23][CH2:24][N:30]([CH2:29][CH:26]=[CH2:27])[CH3:31])=[CH:17][CH:18]=3)[CH2:13][CH2:12]2)=[O:10])=[CH:4][CH:3]=1. The yield is 0.660. (2) The reactants are [CH3:1][S:2]([CH2:5][CH2:6][NH2:7])(=[O:4])=[O:3].Cl[C:9]1[N:14]=[C:13]([C:15]2[S:19][C:18]([CH:20]([CH3:22])[CH3:21])=[N:17][C:16]=2[C:23]2[CH:24]=[CH:25][C:26]([F:41])=[C:27]([NH:29][S:30]([C:33]3[CH:38]=[CH:37][C:36]([F:39])=[CH:35][C:34]=3[F:40])(=[O:32])=[O:31])[CH:28]=2)[CH:12]=[CH:11][N:10]=1. The catalyst is C(O)(C)C. The product is [F:40][C:34]1[CH:35]=[C:36]([F:39])[CH:37]=[CH:38][C:33]=1[S:30]([NH:29][C:27]1[CH:28]=[C:23]([C:16]2[N:17]=[C:18]([CH:20]([CH3:21])[CH3:22])[S:19][C:15]=2[C:13]2[CH:12]=[CH:11][N:10]=[C:9]([NH:7][CH2:6][CH2:5][S:2]([CH3:1])(=[O:4])=[O:3])[N:14]=2)[CH:24]=[CH:25][C:26]=1[F:41])(=[O:32])=[O:31]. The yield is 0.450. (3) The product is [Si:38]([O:27][C@@H:25]([CH3:26])[C@@H:11]([NH:10][C:4]1[CH:5]=[CH:6][C:7]([C:8]#[N:9])=[C:2]([Cl:1])[C:3]=1[CH3:28])[C:12]([NH:14][NH:15][C:16](=[O:24])[C:17]1[CH:22]=[CH:21][C:20]([I:23])=[CH:19][CH:18]=1)=[O:13])([C:35]([CH3:37])([CH3:36])[CH3:34])([CH3:40])[CH3:39]. The yield is 0.970. The reactants are [Cl:1][C:2]1[C:3]([CH3:28])=[C:4]([NH:10][C@H:11]([C@@H:25]([OH:27])[CH3:26])[C:12]([NH:14][NH:15][C:16](=[O:24])[C:17]2[CH:22]=[CH:21][C:20]([I:23])=[CH:19][CH:18]=2)=[O:13])[CH:5]=[CH:6][C:7]=1[C:8]#[N:9].N1C=CN=C1.[CH3:34][C:35]([Si:38](Cl)([CH3:40])[CH3:39])([CH3:37])[CH3:36]. The catalyst is CN(C=O)C. (4) The product is [F:24][C:25]1[CH:32]=[CH:31][C:28]([C:29]([OH:36])([OH:30])[CH2:7][C:8]2[CH:9]=[CH:10][N:11]=[CH:12][CH:13]=2)=[CH:27][CH:26]=1. The reactants are C([Si](C)(C)O[CH2:7][C:8]1[CH:13]=[CH:12][N:11]=[CH:10][CH:9]=1)(C)(C)C.C([N-]C(C)C)(C)C.[Li+].[F:24][C:25]1[CH:32]=[CH:31][C:28]([CH:29]=[O:30])=[CH:27][CH:26]=1.C1C[O:36]CC1. The yield is 0.620. No catalyst specified.